This data is from Full USPTO retrosynthesis dataset with 1.9M reactions from patents (1976-2016). The task is: Predict the reactants needed to synthesize the given product. (1) The reactants are: [CH3:1][C:2]1[C:10]2[CH2:9][O:8][C:7](=[O:11])[C:6]=2[CH:5]=[CH:4][C:3]=1[CH:12]([CH3:15])[CH:13]=O.[C:16]([N:23]1[CH2:28][CH2:27][NH:26][CH2:25][CH2:24]1)([O:18][C:19]([CH3:22])([CH3:21])[CH3:20])=[O:17].C(O[BH-](OC(=O)C)OC(=O)C)(=O)C.[Na+]. Given the product [C:19]([O:18][C:16]([N:23]1[CH2:28][CH2:27][N:26]([CH2:13][CH:12]([C:3]2[CH:4]=[CH:5][C:6]3[C:7](=[O:11])[O:8][CH2:9][C:10]=3[C:2]=2[CH3:1])[CH3:15])[CH2:25][CH2:24]1)=[O:17])([CH3:22])([CH3:20])[CH3:21], predict the reactants needed to synthesize it. (2) Given the product [CH3:16][C:11]([CH3:17])([CH2:12][C:13]([O:15][C@H:42]1[CH2:41][CH2:40][C@@:39]2([CH3:56])[C@@H:44]([CH2:45][CH2:46][C@:47]3([CH3:52])[C@@H:38]2[CH2:37][CH2:36][C@H:35]2[C@@:48]3([CH3:51])[CH2:49][CH2:50][C@@:33]3(/[CH:32]=[C:31](\[CH3:64])/[C:30]([NH:29][C:26]4([C:23]5[CH:22]=[CH:21][C:20]([Cl:19])=[CH:25][CH:24]=5)[CH2:27][CH2:28]4)=[O:65])[CH2:59][C:58](=[O:60])[C:57]([CH:61]([CH3:63])[CH3:62])=[C:34]32)[C:43]1([CH3:53])[CH3:54])=[O:14])[C:10]([O:9][C:5]([CH3:8])([CH3:6])[CH3:7])=[O:18], predict the reactants needed to synthesize it. The reactants are: C(Cl)CCl.[C:5]([O:9][C:10](=[O:18])[C:11]([CH3:17])([CH3:16])[CH2:12][C:13]([OH:15])=[O:14])([CH3:8])([CH3:7])[CH3:6].[Cl:19][C:20]1[CH:25]=[CH:24][C:23]([C:26]2([NH:29][C:30](=[O:65])/[C:31](/[CH3:64])=[CH:32]/[C@:33]34[CH2:59][C:58](=[O:60])[C:57]([CH:61]([CH3:63])[CH3:62])=[C:34]3[C@@H:35]3[C@@:48]([CH3:51])([CH2:49][CH2:50]4)[C@@:47]4([CH3:52])[C@@H:38]([C@:39]5([CH3:56])[C@@H:44]([CH2:45][CH2:46]4)[C:43]([CH3:54])([CH3:53])[C@@H:42](O)[CH2:41][CH2:40]5)[CH2:37][CH2:36]3)[CH2:28][CH2:27]2)=[CH:22][CH:21]=1. (3) Given the product [CH2:1]([O:3][C:4]([CH:6]1[CH2:11][CH2:10][CH2:9][N:8]([C:15]2[C:16]([N+:20]([O-:22])=[O:21])=[CH:17][N:18]=[C:13]([Cl:12])[N:14]=2)[CH2:7]1)=[O:5])[CH3:2], predict the reactants needed to synthesize it. The reactants are: [CH2:1]([O:3][C:4]([CH:6]1[CH2:11][CH2:10][CH2:9][NH:8][CH2:7]1)=[O:5])[CH3:2].[Cl:12][C:13]1[N:18]=[C:17](Cl)[C:16]([N+:20]([O-:22])=[O:21])=[CH:15][N:14]=1.CCOCC.C(=O)(O)[O-].[K+]. (4) The reactants are: Cl[CH2:2][C@@H:3]([NH:8][CH2:9][CH:10]([CH3:12])[CH3:11])[CH2:4][CH:5]([CH3:7])[CH3:6].[CH3:13][C:14]1[CH:19]=[C:18]([N+:20]([O-:22])=[O:21])[CH:17]=[CH:16][C:15]=1[N:23]=[C:24]=[O:25]. Given the product [CH3:13][C:14]1[CH:19]=[C:18]([N+:20]([O-:22])=[O:21])[CH:17]=[CH:16][C:15]=1[N:23]=[C:24]1[N:8]([CH2:9][CH:10]([CH3:12])[CH3:11])[C@@H:3]([CH2:4][CH:5]([CH3:7])[CH3:6])[CH2:2][O:25]1, predict the reactants needed to synthesize it. (5) Given the product [C:10]([C:9]1[CH:8]=[C:7]([C:12](=[O:24])[NH:13][CH2:14][C:15]2[CH:23]=[CH:22][CH:21]=[C:20]3[C:16]=2[CH:17]=[N:18][NH:19]3)[S:6][C:5]=1[C:3]([OH:4])=[O:2])#[N:11], predict the reactants needed to synthesize it. The reactants are: C[O:2][C:3]([C:5]1[S:6][C:7]([C:12](=[O:24])[NH:13][CH2:14][C:15]2[CH:23]=[CH:22][CH:21]=[C:20]3[C:16]=2[CH:17]=[N:18][NH:19]3)=[CH:8][C:9]=1[C:10]#[N:11])=[O:4].O.[OH-].[Li+].C1COCC1.Cl. (6) The reactants are: [CH:1]1[C:10]2[C:5](=[CH:6][C:7]([C:11]3[CH:15]=[C:14]([NH:16][C:17](=[O:22])[O:18][CH2:19][CH:20]=[CH2:21])[O:13][N:12]=3)=[CH:8][CH:9]=2)[CH:4]=[CH:3][N:2]=1.[N+:23]([C:26]1[CH:31]=[CH:30][C:29]([S:32]([N@:35]2[CH2:37][CH:36]2[CH2:38][C:39]2[C:47]3[C:42](=[CH:43][CH:44]=[CH:45][CH:46]=3)[NH:41][CH:40]=2)(=[O:34])=[O:33])=[CH:28][CH:27]=1)([O-:25])=[O:24].O. Given the product [NH:41]1[C:42]2[C:47](=[CH:46][CH:45]=[CH:44][CH:43]=2)[C:39]([CH2:38][C@H:36]([NH:35][S:32]([C:29]2[CH:28]=[CH:27][C:26]([N+:23]([O-:25])=[O:24])=[CH:31][CH:30]=2)(=[O:33])=[O:34])[CH2:37][N:16]([C:14]2[O:13][N:12]=[C:11]([C:7]3[CH:6]=[C:5]4[C:10](=[CH:9][CH:8]=3)[CH:1]=[N:2][CH:3]=[CH:4]4)[CH:15]=2)[C:17](=[O:22])[O:18][CH2:19][CH:20]=[CH2:21])=[CH:40]1, predict the reactants needed to synthesize it. (7) Given the product [ClH:1].[ClH:1].[CH3:3][N:4]([CH3:29])[C@H:5]1[CH2:9][CH2:8][N:7]([CH2:10][CH:11]([C:22]2([OH:56])[CH2:27][CH2:26][CH2:25][CH2:24][CH2:23]2)[C:12]2[CH:17]=[CH:16][CH:15]=[C:14]([C:18]([F:21])([F:20])[F:19])[CH:13]=2)[CH2:6]1, predict the reactants needed to synthesize it. The reactants are: [ClH:1].Cl.[CH3:3][N:4]([CH3:29])[C@H:5]1[CH2:9][CH2:8][N:7]([CH2:10][CH:11]([CH:22]2[CH2:27][CH2:26][CH2:25][CH2:24][CH:23]2O)[C:12]2[CH:17]=[CH:16][CH:15]=[C:14]([C:18]([F:21])([F:20])[F:19])[CH:13]=2)[CH2:6]1.Cl.Cl.N[C@H]1CCN(CC(C2([OH:56])CCCCC2)C2C=CC=C(C(F)(F)F)C=2)C1. (8) Given the product [C:17]([Si:21]([O:9][CH2:8][C:5]1[S:6][CH:7]=[C:3]([C:1]#[CH:2])[CH:4]=1)([CH3:24])[CH3:23])([CH3:20])([CH3:19])[CH3:18], predict the reactants needed to synthesize it. The reactants are: [C:1]([C:3]1[CH:4]=[C:5]([CH2:8][OH:9])[S:6][CH:7]=1)#[CH:2].C(N(CC)CC)C.[C:17]([Si:21]([CH3:24])([CH3:23])Cl)([CH3:20])([CH3:19])[CH3:18].O. (9) Given the product [Si:36]([O:20][CH2:19][C@H:18]1[O:21][C@@H:14]([N:13]2[CH:22]=[C:9]([C:8]#[C:7][CH2:6][NH:5][C:3](=[O:4])[C:2]([F:25])([F:1])[F:26])[C:10]([NH2:24])=[N:11][C:12]2=[O:23])[CH2:15][C@@H:16]1[OH:17])([C:33]([CH3:35])([CH3:34])[CH3:32])([CH3:38])[CH3:37], predict the reactants needed to synthesize it. The reactants are: [F:1][C:2]([F:26])([F:25])[C:3]([NH:5][CH2:6][C:7]#[C:8][C:9]1[C:10]([NH2:24])=[N:11][C:12](=[O:23])[N:13]([CH:22]=1)[C@@H:14]1[O:21][C@H:18]([CH2:19][OH:20])[C@@H:16]([OH:17])[CH2:15]1)=[O:4].N1C=CN=C1.[CH3:32][C:33]([Si:36](Cl)([CH3:38])[CH3:37])([CH3:35])[CH3:34].